Task: Predict the product of the given reaction.. Dataset: Forward reaction prediction with 1.9M reactions from USPTO patents (1976-2016) (1) Given the reactants [OH:1]/[CH:2]=[C:3]1/[C:4](=[O:11])[CH2:5][CH2:6][C:7]([CH3:10])([CH3:9])[CH2:8]/1.[CH3:12][Si:13]([CH3:16])([CH3:15])Cl.[C:17]([Si:21](Cl)([CH3:23])[CH3:22])([CH3:20])([CH3:19])[CH3:18].[CH:25]([Si:28]([CH:33]([CH3:35])[CH3:34])([CH:30]([CH3:32])[CH3:31])Cl)([CH3:27])[CH3:26], predict the reaction product. The product is: [CH3:10][C:7]1([CH3:9])[CH2:6][CH2:5][C:4](=[O:11])/[C:3](=[CH:2]/[O:1][Si:28]([CH:33]([CH3:35])[CH3:34])([CH:30]([CH3:32])[CH3:31])[CH:25]([CH3:27])[CH3:26])/[CH2:8]1.[CH3:10][C:7]1([CH3:9])[CH2:6][CH2:5][C:4](=[O:11])/[C:3](=[CH:2]/[O:1][Si:13]([CH3:16])([CH3:15])[CH3:12])/[CH2:8]1.[Si:21]([O:1]/[CH:2]=[C:3]1/[C:4](=[O:11])[CH2:5][CH2:6][C:7]([CH3:9])([CH3:10])[CH2:8]/1)([C:17]([CH3:20])([CH3:19])[CH3:18])([CH3:23])[CH3:22]. (2) Given the reactants CS(O[CH:6]1[CH2:11][CH2:10][CH:9]([CH2:12][NH:13][C:14]2[C:19]([N+:20]([O-:22])=[O:21])=[CH:18][N:17]=[C:16]([NH:23][CH2:24][C:25]3[C:26]([CH3:46])=[C:27]([C:31]4[CH:36]=[CH:35][CH:34]=[C:33]([CH2:37][NH:38][C:39]([O:41][C:42]([CH3:45])([CH3:44])[CH3:43])=[O:40])[CH:32]=4)[CH:28]=[CH:29][CH:30]=3)[N:15]=2)[CH2:8][CH2:7]1)(=O)=O.[N:47]1([C:53](=[O:55])[CH3:54])[CH2:52][CH2:51][NH:50][CH2:49][CH2:48]1, predict the reaction product. The product is: [C:42]([O:41][C:39](=[O:40])[NH:38][CH2:37][C:33]1[CH:32]=[C:31]([C:27]2[CH:28]=[CH:29][CH:30]=[C:25]([CH2:24][NH:23][C:16]3[N:15]=[C:14]([NH:13][CH2:12][CH:9]4[CH2:8][CH2:7][CH:6]([N:50]5[CH2:51][CH2:52][N:47]([C:53](=[O:55])[CH3:54])[CH2:48][CH2:49]5)[CH2:11][CH2:10]4)[C:19]([N+:20]([O-:22])=[O:21])=[CH:18][N:17]=3)[C:26]=2[CH3:46])[CH:36]=[CH:35][CH:34]=1)([CH3:45])([CH3:44])[CH3:43]. (3) Given the reactants [CH:1]1([CH:6]2[C:31](=[O:32])[N:30]3[CH2:33][CH:27]([CH2:28][CH:29]3[C:34]([O-:36])=[O:35])[O:26][C:25]3[N:20]([C:21](=[O:37])[CH:22]=[CH:23][CH:24]=3)[CH2:19][CH:18]=[CH:17][CH2:16][CH2:15][CH:14]3[CH:10]([CH2:11][CH2:12][CH2:13]3)[O:9][C:8](=[O:38])[NH:7]2)[CH2:5][CH2:4][CH2:3][CH2:2]1.[CH2:39](O)C, predict the reaction product. The product is: [CH:1]1([C@H:6]2[C:31](=[O:32])[N:30]3[CH2:33][C@@H:27]([CH2:28][C@H:29]3[C:34]([O:36][CH3:39])=[O:35])[O:26][C:25]3[N:20]([C:21](=[O:37])[CH:22]=[CH:23][CH:24]=3)[CH2:19][CH2:18][CH2:17][CH2:16][CH2:15][C@H:14]3[C@@H:10]([CH2:11][CH2:12][CH2:13]3)[O:9][C:8](=[O:38])[NH:7]2)[CH2:2][CH2:3][CH2:4][CH2:5]1. (4) Given the reactants C(OC([N:8]1[CH2:39][CH2:38][CH:37]([CH2:40][CH3:41])[C@H:9]1[C:10]([N:12]1[CH2:36][CH2:35][CH2:34][C@H:13]1[C:14]([NH:16][CH2:17][C:18]1[CH:23]=[C:22]([Cl:24])[CH:21]=[CH:20][C:19]=1[CH2:25][NH:26]C(OC(C)(C)C)=O)=[O:15])=[O:11])=O)(C)(C)C.Cl, predict the reaction product. The product is: [CH2:40]([CH:37]1[CH2:38][CH2:39][NH:8][C@@H:9]1[C:10]([N:12]1[CH2:36][CH2:35][CH2:34][C@H:13]1[C:14]([NH:16][CH2:17][C:18]1[CH:23]=[C:22]([Cl:24])[CH:21]=[CH:20][C:19]=1[CH2:25][NH2:26])=[O:15])=[O:11])[CH3:41].